The task is: Predict the product of the given reaction.. This data is from Forward reaction prediction with 1.9M reactions from USPTO patents (1976-2016). (1) Given the reactants C([O:8][CH2:9][CH2:10][N:11]([CH3:23])[CH:12]1[CH2:15][N:14]([C:16]([O:18][C:19]([CH3:22])([CH3:21])[CH3:20])=[O:17])[CH2:13]1)C1C=CC=CC=1, predict the reaction product. The product is: [OH:8][CH2:9][CH2:10][N:11]([CH3:23])[CH:12]1[CH2:15][N:14]([C:16]([O:18][C:19]([CH3:21])([CH3:20])[CH3:22])=[O:17])[CH2:13]1. (2) Given the reactants [CH3:1][O:2][C:3]1[CH:4]=[C:5]([CH:9]=[CH:10][CH:11]=1)[C:6]([OH:8])=O.Cl.[CH3:13][NH:14][O:15][CH3:16].Cl.CN(C)CCCN=C=NCC.C(=O)([O-])O.[Na+], predict the reaction product. The product is: [CH3:1][O:2][C:3]1[CH:4]=[C:5]([CH:9]=[CH:10][CH:11]=1)[C:6]([N:14]([O:15][CH3:16])[CH3:13])=[O:8].